This data is from Catalyst prediction with 721,799 reactions and 888 catalyst types from USPTO. The task is: Predict which catalyst facilitates the given reaction. (1) Reactant: [C:1]([O:5][C:6](=[O:15])[NH:7][C:8]1[CH:9]=[N:10][CH:11]=[CH:12][C:13]=1[Cl:14])([CH3:4])([CH3:3])[CH3:2].[CH2:16](Br)[CH:17]=[CH2:18].C(=O)([O-])[O-].[Cs+].[Cs+]. Product: [C:1]([O:5][C:6](=[O:15])[N:7]([CH2:18][CH:17]=[CH2:16])[C:8]1[CH:9]=[N:10][CH:11]=[CH:12][C:13]=1[Cl:14])([CH3:4])([CH3:2])[CH3:3]. The catalyst class is: 3. (2) Reactant: [C:1]1([N:7]2[CH2:16][CH2:15][C:14]3[C:9](=[CH:10][CH:11]=[CH:12][CH:13]=3)[CH2:8]2)[CH:6]=[CH:5][CH:4]=[CH:3][CH:2]=1.[C-:17]#[N:18].[Na+].O=O.C(=O)(O)[O-].[Na+]. Product: [C:17]([CH:8]1[C:9]2[C:14](=[CH:13][CH:12]=[CH:11][CH:10]=2)[CH2:15][CH2:16][N:7]1[C:1]1[CH:2]=[CH:3][CH:4]=[CH:5][CH:6]=1)#[N:18]. The catalyst class is: 130.